This data is from Reaction yield outcomes from USPTO patents with 853,638 reactions. The task is: Predict the reaction yield, written as a fraction of the theoretical maximum amount of product (1.0 means a 100% yield; for example, 0.34 means a 34% yield). (1) The reactants are [C:1]1([C@@H:7]2[CH2:13][NH:12][CH2:11][C:10]3[CH:14]=[CH:15][C:16]([C:18]([O:20][CH3:21])=[O:19])=[CH:17][C:9]=3[O:8]2)[CH:6]=[CH:5][CH:4]=[CH:3][CH:2]=1.C(O)(C(F)(F)F)=O.CN(C(ON1N=NC2C=CC=NC1=2)=[N+](C)C)C.F[P-](F)(F)(F)(F)F.[O:53]1[CH2:58][CH2:57][CH:56]([C:59](O)=[O:60])[CH2:55][CH2:54]1.CCN(C(C)C)C(C)C. The catalyst is CN(C=O)C.CCOC(C)=O. The product is [C:1]1([C@@H:7]2[CH2:13][N:12]([C:59]([CH:56]3[CH2:57][CH2:58][O:53][CH2:54][CH2:55]3)=[O:60])[CH2:11][C:10]3[CH:14]=[CH:15][C:16]([C:18]([O:20][CH3:21])=[O:19])=[CH:17][C:9]=3[O:8]2)[CH:2]=[CH:3][CH:4]=[CH:5][CH:6]=1. The yield is 0.300. (2) The reactants are [Br:1][C:2]1[CH:3]=[C:4]2[C:9](=[CH:10][CH:11]=1)[CH:8]=[C:7]([O:12][CH3:13])[CH:6]=[CH:5]2.C1C(=O)N([Br:21])C(=O)C1. The catalyst is C1COCC1. The product is [Br:21][C:8]1[C:9]2[C:4](=[CH:3][C:2]([Br:1])=[CH:11][CH:10]=2)[CH:5]=[CH:6][C:7]=1[O:12][CH3:13]. The yield is 1.00. (3) The reactants are [N:1]1[CH:6]=[CH:5][N:4]=[CH:3][C:2]=1[NH:7][C:8]([N:10]1[C@@H:16]2[CH2:17][N:13]([CH2:14][CH2:15]2)[C:12]2[CH:18]=[CH:19][C:20]([N:22]3[CH2:27][CH2:26][N:25](C(OC(C)(C)C)=O)[CH2:24][CH2:23]3)=[N:21][C:11]1=2)=[O:9].Cl.C(OCC)C.C([O-])(O)=O.[Na+]. The catalyst is C1COCC1.C(Cl)Cl.CO. The product is [N:22]1([C:20]2[CH:19]=[CH:18][C:12]3[N:13]4[CH2:17][C@H:16]([CH2:15][CH2:14]4)[N:10]([C:8]([NH:7][C:2]4[CH:3]=[N:4][CH:5]=[CH:6][N:1]=4)=[O:9])[C:11]=3[N:21]=2)[CH2:23][CH2:24][NH:25][CH2:26][CH2:27]1. The yield is 0.960. (4) The reactants are C1(C(O)=O)[CH2:5][CH2:4][CH:3]([C:6]([OH:8])=[O:7])[CH2:2]1.[CH3:12]O.S(=O)(=O)(O)O.CO.[C:21]([O:24][CH2:25]C)(=[O:23])[CH3:22]. No catalyst specified. The product is [CH:22]1([C:21]([O:24][CH3:25])=[O:23])[CH2:5][CH2:4][CH:3]([C:6]([O:8][CH3:12])=[O:7])[CH2:2]1. The yield is 1.00. (5) The reactants are [NH2:1][CH2:2][C@@H:3]([CH3:31])[CH2:4][N:5]1[CH:10]=[C:9]([F:11])[CH:8]=[C:7]([C@H:12]2[CH2:16][CH2:15][CH2:14][N:13]2[C:17]2[CH:22]=[CH:21][N:20]3[N:23]=[CH:24][C:25]([C:26](OC)=[O:27])=[C:19]3[N:18]=2)[C:6]1=[O:30].[OH-].[Li+].Cl.CN(C(ON1N=NC2C=CC=NC1=2)=[N+](C)C)C.F[P-](F)(F)(F)(F)F.C(N(C(C)C)C(C)C)C. The catalyst is C1COCC1.CO.CN(C=O)C. The product is [F:11][C:9]1[CH:8]=[C:7]2[C:6](=[O:30])[N:5]([CH:10]=1)[CH2:4][C@H:3]([CH3:31])[CH2:2][NH:1][C:26](=[O:27])[C:25]1=[C:19]3[N:18]=[C:17]([CH:22]=[CH:21][N:20]3[N:23]=[CH:24]1)[N:13]1[C@@H:12]2[CH2:16][CH2:15][CH2:14]1. The yield is 0.100.